This data is from Forward reaction prediction with 1.9M reactions from USPTO patents (1976-2016). The task is: Predict the product of the given reaction. The product is: [F:1][C:2]1[CH:7]=[CH:6][CH:5]=[CH:4][C:3]=1[N:8]1[C:12]([CH2:13][O:14][CH3:15])=[C:11]([C:16]2[CH2:17][CH2:18][N:19]([C:22]([O:24][CH:25]([CH3:27])[CH3:26])=[O:23])[CH2:20][CH:21]=2)[N:10]=[N:9]1. Given the reactants [F:1][C:2]1[CH:7]=[CH:6][CH:5]=[CH:4][C:3]=1[N:8]1[C:12]([CH2:13][O:14][CH3:15])=[C:11]([C:16]2[CH2:17][CH2:18][N:19]([C:22]([O:24][C:25](C)([CH3:27])[CH3:26])=[O:23])[CH2:20][CH:21]=2)[N:10]=[N:9]1, predict the reaction product.